From a dataset of Peptide-MHC class II binding affinity with 134,281 pairs from IEDB. Regression. Given a peptide amino acid sequence and an MHC pseudo amino acid sequence, predict their binding affinity value. This is MHC class II binding data. The peptide sequence is TVDKSKPKVYQWF. The MHC is DRB3_0101 with pseudo-sequence DRB3_0101. The binding affinity (normalized) is 0.